From a dataset of Reaction yield outcomes from USPTO patents with 853,638 reactions. Predict the reaction yield, written as a fraction of the theoretical maximum amount of product (1.0 means a 100% yield; for example, 0.34 means a 34% yield). (1) The reactants are Cl[C:2]1[C:7]([O:8][CH2:9][CH2:10][O:11]C2CCCCO2)=[CH:6][CH:5]=[CH:4][N:3]=1.[OH:18][CH2:19][CH2:20][N:21]1[CH2:25][CH2:24][CH2:23][CH2:22]1.CC(C)([O-])C.[K+].C(O)(C)(C)C. The catalyst is C1(C)C=CC=CC=1. The product is [N:21]1([CH2:20][CH2:19][O:18][C:2]2[C:7]([O:8][CH2:9][CH2:10][OH:11])=[CH:6][CH:5]=[CH:4][N:3]=2)[CH2:25][CH2:24][CH2:23][CH2:22]1. The yield is 0.720. (2) The reactants are [Cl:1][C:2]1[CH:9]=[CH:8][C:5]([CH2:6][NH2:7])=[C:4]([CH3:10])[CH:3]=1.F[C:12]1[CH:20]=[N:19][CH:18]=[CH:17][C:13]=1[C:14]([OH:16])=[O:15]. No catalyst specified. The product is [Cl:1][C:2]1[CH:9]=[CH:8][C:5]([CH2:6][NH:7][C:17]2[CH:18]=[N:19][CH:20]=[CH:12][C:13]=2[C:14]([OH:16])=[O:15])=[C:4]([CH3:10])[CH:3]=1. The yield is 0.450.